From a dataset of Peptide-MHC class II binding affinity with 134,281 pairs from IEDB. Regression. Given a peptide amino acid sequence and an MHC pseudo amino acid sequence, predict their binding affinity value. This is MHC class II binding data. The MHC is HLA-DQA10201-DQB10202 with pseudo-sequence HLA-DQA10201-DQB10202. The peptide sequence is EGKIILVAVHVASGYIE. The binding affinity (normalized) is 0.203.